Predict which catalyst facilitates the given reaction. From a dataset of Catalyst prediction with 721,799 reactions and 888 catalyst types from USPTO. Reactant: [C:1]([C:3]1[CH:4]=[C:5]([C:25]2[N:30]=[CH:29][N:28]=[C:27]([NH:31][C:32]3[CH:37]=[CH:36][C:35]([CH:38]4[CH2:43][CH2:42][N:41](C(OC(C)(C)C)=O)[CH2:40][CH2:39]4)=[C:34]([CH3:51])[CH:33]=3)[N:26]=2)[CH:6]=[CH:7][C:8]=1[O:9][C@H:10]1[CH2:15][CH2:14][N:13]([C:16]([C:18]2[N:19]=[N:20][N:21]([CH3:23])[CH:22]=2)=[O:17])[CH2:12][C@H:11]1[F:24])#[N:2].FC(F)(F)C(O)=O.[OH-].[NH4+]. Product: [F:24][C@H:11]1[C@@H:10]([O:9][C:8]2[CH:7]=[CH:6][C:5]([C:25]3[N:26]=[C:27]([NH:31][C:32]4[CH:37]=[CH:36][C:35]([CH:38]5[CH2:43][CH2:42][NH:41][CH2:40][CH2:39]5)=[C:34]([CH3:51])[CH:33]=4)[N:28]=[CH:29][N:30]=3)=[CH:4][C:3]=2[C:1]#[N:2])[CH2:15][CH2:14][N:13]([C:16]([C:18]2[N:19]=[N:20][N:21]([CH3:23])[CH:22]=2)=[O:17])[CH2:12]1. The catalyst class is: 4.